Dataset: Catalyst prediction with 721,799 reactions and 888 catalyst types from USPTO. Task: Predict which catalyst facilitates the given reaction. (1) Reactant: [C:1](N1C=CN=C1)(N1C=CN=C1)=[S:2].[F:13][C:14]([F:25])([F:24])[O:15][C:16]1[CH:21]=[CH:20][C:19]([NH2:22])=[C:18]([NH2:23])[CH:17]=1. Product: [SH:2][C:1]1[NH:23][C:18]2[CH:17]=[C:16]([O:15][C:14]([F:24])([F:25])[F:13])[CH:21]=[CH:20][C:19]=2[N:22]=1. The catalyst class is: 7. (2) Reactant: [Cl:1][C:2]1[CH:7]=[CH:6][C:5]([C@@:8]2(OC)[C@H:13]([OH:14])[C@@H:12]([OH:15])[C@H:11]([OH:16])[C@@H:10]([CH2:17][OH:18])[O:9]2)=[CH:4][C:3]=1[CH2:21][C:22]1[CH:23]=[C:24]2[C:29](=[CH:30][CH:31]=1)[N:28]([CH2:32][C:33]1[CH:38]=[CH:37][C:36]([O:39][CH3:40])=[CH:35][CH:34]=1)[CH2:27][CH2:26][CH2:25]2.C([SiH](CC)CC)C.B(F)(F)F. Product: [Cl:1][C:2]1[CH:7]=[CH:6][C:5]([C@H:8]2[C@H:13]([OH:14])[C@@H:12]([OH:15])[C@H:11]([OH:16])[C@@H:10]([CH2:17][OH:18])[O:9]2)=[CH:4][C:3]=1[CH2:21][C:22]1[CH:23]=[C:24]2[C:29](=[CH:30][CH:31]=1)[N:28]([CH2:32][C:33]1[CH:34]=[CH:35][C:36]([O:39][CH3:40])=[CH:37][CH:38]=1)[CH2:27][CH2:26][CH2:25]2. The catalyst class is: 245. (3) Reactant: [N:1]1([C:8](=O)[CH3:9])[CH2:7][CH2:6][CH2:5][CH2:4][CH2:3][CH2:2]1.[Li+].CC([N-]C(C)C)C.[F:19][C:20]1[CH:25]=[CH:24][C:23]([C:26]2[CH:34]=[CH:33][CH:32]=[C:31]3[C:27]=2[CH2:28][CH2:29][C:30]3=O)=[CH:22][CH:21]=1.Cl.[AlH3].N(CC)(C)C. Product: [F:19][C:20]1[CH:21]=[CH:22][C:23]([C:26]2[CH:34]=[CH:33][CH:32]=[C:31]3[C:27]=2[CH2:28][CH:29]=[C:30]3[CH2:9][CH2:8][N:1]2[CH2:7][CH2:6][CH2:5][CH2:4][CH2:3][CH2:2]2)=[CH:24][CH:25]=1. The catalyst class is: 249. (4) Reactant: [N:1]1([S:6]([C:9]2[CH:10]=[C:11]3[C:15](=[CH:16][CH:17]=2)[N:14]([CH:18]([CH3:22])[CH:19](Br)[CH3:20])[C:13](=[O:23])[C:12]23[O:28][CH2:27][CH2:26][CH2:25][O:24]2)(=[O:8])=[O:7])[CH2:5][CH2:4][CH2:3][CH2:2]1.[N-:29]=[N+:30]=[N-:31].[Na+]. Product: [N:1]1([S:6]([C:9]2[CH:10]=[C:11]3[C:15](=[CH:16][CH:17]=2)[N:14]([CH:18]([CH3:22])[CH:19]([N:29]=[N+:30]=[N-:31])[CH3:20])[C:13](=[O:23])[C:12]23[O:28][CH2:27][CH2:26][CH2:25][O:24]2)(=[O:8])=[O:7])[CH2:5][CH2:4][CH2:3][CH2:2]1. The catalyst class is: 197. (5) Reactant: [N+:1]([C:4]1[CH:9]=[CH:8][C:7]([C:10]([F:13])([F:12])[F:11])=[CH:6][C:5]=1[OH:14])([O-])=O.Cl[Sn]Cl. Product: [NH2:1][C:4]1[CH:9]=[CH:8][C:7]([C:10]([F:11])([F:12])[F:13])=[CH:6][C:5]=1[OH:14]. The catalyst class is: 14. (6) Reactant: [F:1][C:2]1[CH:7]=[C:6]([OH:8])[CH:5]=[C:4]([F:9])[C:3]=1[C:10]1[N:15]=[C:14]([C:16]([O:18][CH3:19])=[O:17])[CH:13]=[CH:12][CH:11]=1.C([O-])([O-])=O.[K+].[K+].Br[CH2:27][CH2:28][O:29][CH3:30]. Product: [F:1][C:2]1[CH:7]=[C:6]([O:8][CH2:27][CH2:28][O:29][CH3:30])[CH:5]=[C:4]([F:9])[C:3]=1[C:10]1[N:15]=[C:14]([C:16]([O:18][CH3:19])=[O:17])[CH:13]=[CH:12][CH:11]=1. The catalyst class is: 3.